Dataset: Full USPTO retrosynthesis dataset with 1.9M reactions from patents (1976-2016). Task: Predict the reactants needed to synthesize the given product. (1) The reactants are: Br[C:2]1[CH:14]=[CH:13][C:5]2[S:6][C:7]([C:9]([O:11][CH3:12])=[O:10])=[CH:8][C:4]=2[CH:3]=1.[N:15]1[CH:20]=[CH:19][CH:18]=[C:17](B(O)O)[CH:16]=1.[Cl-].[Li+].C(=O)([O-])[O-].[Na+].[Na+]. Given the product [N:15]1[CH:20]=[CH:19][CH:18]=[C:17]([C:2]2[CH:14]=[CH:13][C:5]3[S:6][C:7]([C:9]([O:11][CH3:12])=[O:10])=[CH:8][C:4]=3[CH:3]=2)[CH:16]=1, predict the reactants needed to synthesize it. (2) The reactants are: [OH:1][CH:2]1[CH2:5][CH:4]([NH:6][C:7]([C:9]2[CH:14]=[CH:13][C:12]([C:15]3[CH:20]=[CH:19][C:18]([CH2:21][C@H:22]([NH:35][C:36]([C@H:38]4[CH2:43][CH2:42][C@H:41]([CH2:44][NH:45]C(=O)OC(C)(C)C)[CH2:40][CH2:39]4)=[O:37])[C:23]([NH:25][C:26]4[CH:34]=[C:33]5[C:29]([CH:30]=[N:31][NH:32]5)=[CH:28][CH:27]=4)=[O:24])=[CH:17][CH:16]=3)=[C:11]([CH3:53])[CH:10]=2)=[O:8])[CH2:3]1.[ClH:54]. Given the product [ClH:54].[NH2:45][CH2:44][C@H:41]1[CH2:42][CH2:43][C@H:38]([C:36]([NH:35][C@H:22]([C:23]([NH:25][C:26]2[CH:34]=[C:33]3[C:29]([CH:30]=[N:31][NH:32]3)=[CH:28][CH:27]=2)=[O:24])[CH2:21][C:18]2[CH:17]=[CH:16][C:15]([C:12]3[CH:13]=[CH:14][C:9]([C:7]([NH:6][CH:4]4[CH2:5][CH:2]([OH:1])[CH2:3]4)=[O:8])=[CH:10][C:11]=3[CH3:53])=[CH:20][CH:19]=2)=[O:37])[CH2:39][CH2:40]1, predict the reactants needed to synthesize it. (3) Given the product [CH:17]([O:1][C:2]1[CH:7]=[CH:6][C:5]([CH2:8][CH2:9][C:10]([O:12][CH2:13][CH3:14])=[O:11])=[CH:4][C:3]=1[O:15][CH3:16])([CH3:19])[CH3:18], predict the reactants needed to synthesize it. The reactants are: [OH:1][C:2]1[CH:7]=[CH:6][C:5]([CH2:8][CH2:9][C:10]([O:12][CH2:13][CH3:14])=[O:11])=[CH:4][C:3]=1[O:15][CH3:16].[CH:17](Br)([CH3:19])[CH3:18].C(=O)([O-])[O-].[K+].[K+].CN(C=O)C. (4) The reactants are: [Cl:1][C:2]1[CH:7]=[CH:6][C:5]([CH2:8][C@@H:9]([NH:11][S@](C(C)(C)C)=O)[CH3:10])=[C:4]([O:18][CH3:19])[CH:3]=1.[ClH:20]. Given the product [Cl:1][C:2]1[CH:7]=[CH:6][C:5]([CH2:8][C@@H:9]([NH2:11])[CH3:10])=[C:4]([O:18][CH3:19])[CH:3]=1.[ClH:20], predict the reactants needed to synthesize it. (5) Given the product [CH3:36][O:35][C:29]1[CH:28]=[C:27]([C:25]([C@@H:22]2[C@:21]3([CH3:37])[C@H:16]([C:17]([CH3:39])([CH3:38])[CH2:18][CH2:19][CH2:20]3)[CH2:15][C@H:14]([CH2:13][N:3]3[CH:7]=[N:6][CH:5]=[N:4]3)[C@H:23]2[CH3:24])=[O:26])[CH:32]=[C:31]([O:33][CH3:34])[CH:30]=1, predict the reactants needed to synthesize it. The reactants are: [H-].[Na+].[NH:3]1[CH:7]=[N:6][CH:5]=[N:4]1.CS(O[CH2:13][C@@H:14]1[C@@H:23]([CH3:24])[C@H:22]([C:25]([C:27]2[CH:32]=[C:31]([O:33][CH3:34])[CH:30]=[C:29]([O:35][CH3:36])[CH:28]=2)=[O:26])[C@:21]2([CH3:37])[C@H:16]([C:17]([CH3:39])([CH3:38])[CH2:18][CH2:19][CH2:20]2)[CH2:15]1)(=O)=O.C([O-])(O)=O.[Na+]. (6) Given the product [Cl:24][C:13]1[C:12]2[C:17](=[CH:18][C:9]([C:4]3[CH:5]=[CH:6][CH:7]=[CH:8][C:3]=3[C:2]([F:21])([F:20])[F:1])=[CH:10][CH:11]=2)[N:16]=[CH:15][N:14]=1, predict the reactants needed to synthesize it. The reactants are: [F:1][C:2]([F:21])([F:20])[C:3]1[CH:8]=[CH:7][CH:6]=[CH:5][C:4]=1[C:9]1[CH:18]=[C:17]2[C:12]([C:13](=O)[NH:14][CH:15]=[N:16]2)=[CH:11][CH:10]=1.O=P(Cl)(Cl)[Cl:24]. (7) Given the product [Cl:3][C:4]1[CH:9]=[CH:8][C:7]([N:10]([CH3:30])[C:11](=[O:29])[C:12]2[CH:17]=[CH:16][C:15]([O:18][CH2:19][CH2:20][CH2:21][N:22]3[CH2:23][CH2:24][N:25]([CH2:41][CH2:40][C:39]([CH3:44])([CH3:43])[CH3:38])[CH2:26][CH2:27]3)=[C:14]([F:28])[CH:13]=2)=[CH:6][CH:5]=1, predict the reactants needed to synthesize it. The reactants are: Cl.Cl.[Cl:3][C:4]1[CH:9]=[CH:8][C:7]([N:10]([CH3:30])[C:11](=[O:29])[C:12]2[CH:17]=[CH:16][C:15]([O:18][CH2:19][CH2:20][CH2:21][N:22]3[CH2:27][CH2:26][NH:25][CH2:24][CH2:23]3)=[C:14]([F:28])[CH:13]=2)=[CH:6][CH:5]=1.C(N(CC)CC)C.[CH3:38][C:39]([CH3:44])([CH3:43])[CH2:40][CH:41]=O.C([BH3-])#N.[Na+]. (8) The reactants are: [C:1]([C:3]1[CH:4]=[C:5]([CH2:9][CH2:10][NH:11]C(=O)OC(C)(C)C)[CH:6]=[CH:7][CH:8]=1)#[N:2].C(O)(C(F)(F)F)=O. Given the product [NH2:11][CH2:10][CH2:9][C:5]1[CH:4]=[C:3]([CH:8]=[CH:7][CH:6]=1)[C:1]#[N:2], predict the reactants needed to synthesize it.